This data is from NCI-60 drug combinations with 297,098 pairs across 59 cell lines. The task is: Regression. Given two drug SMILES strings and cell line genomic features, predict the synergy score measuring deviation from expected non-interaction effect. (1) Drug 1: C1C(C(OC1N2C=NC3=C(N=C(N=C32)Cl)N)CO)O. Drug 2: C1=NC(=NC(=O)N1C2C(C(C(O2)CO)O)O)N. Cell line: SW-620. Synergy scores: CSS=45.1, Synergy_ZIP=-7.23, Synergy_Bliss=-2.33, Synergy_Loewe=-2.07, Synergy_HSA=1.32. (2) Cell line: SW-620. Drug 1: CC1=C(C(CCC1)(C)C)C=CC(=CC=CC(=CC(=O)O)C)C. Drug 2: C(CN)CNCCSP(=O)(O)O. Synergy scores: CSS=-4.60, Synergy_ZIP=4.75, Synergy_Bliss=-0.726, Synergy_Loewe=-0.187, Synergy_HSA=-6.50. (3) Drug 1: CCC(=C(C1=CC=CC=C1)C2=CC=C(C=C2)OCCN(C)C)C3=CC=CC=C3.C(C(=O)O)C(CC(=O)O)(C(=O)O)O. Drug 2: C1=NC(=NC(=O)N1C2C(C(C(O2)CO)O)O)N. Cell line: UACC62. Synergy scores: CSS=44.1, Synergy_ZIP=-10.1, Synergy_Bliss=-10.7, Synergy_Loewe=-16.6, Synergy_HSA=-5.84. (4) Drug 1: CCCCCOC(=O)NC1=NC(=O)N(C=C1F)C2C(C(C(O2)C)O)O. Drug 2: C1=NC2=C(N=C(N=C2N1C3C(C(C(O3)CO)O)F)Cl)N. Cell line: T-47D. Synergy scores: CSS=-2.31, Synergy_ZIP=-0.0575, Synergy_Bliss=-4.69, Synergy_Loewe=-6.52, Synergy_HSA=-6.69. (5) Drug 1: C1=CC(=CC=C1CC(C(=O)O)N)N(CCCl)CCCl.Cl. Drug 2: CCC1(CC2CC(C3=C(CCN(C2)C1)C4=CC=CC=C4N3)(C5=C(C=C6C(=C5)C78CCN9C7C(C=CC9)(C(C(C8N6C=O)(C(=O)OC)O)OC(=O)C)CC)OC)C(=O)OC)O.OS(=O)(=O)O. Cell line: RXF 393. Synergy scores: CSS=22.9, Synergy_ZIP=-6.87, Synergy_Bliss=-3.21, Synergy_Loewe=-38.9, Synergy_HSA=-1.72. (6) Drug 1: C1=NNC2=C1C(=O)NC=N2. Drug 2: C(CN)CNCCSP(=O)(O)O. Cell line: HS 578T. Synergy scores: CSS=1.10, Synergy_ZIP=1.94, Synergy_Bliss=3.54, Synergy_Loewe=-0.805, Synergy_HSA=-1.52.